Task: Predict the reactants needed to synthesize the given product.. Dataset: Full USPTO retrosynthesis dataset with 1.9M reactions from patents (1976-2016) (1) Given the product [CH2:1]([O:7][C:8]1[CH:9]=[CH:10][C:11]([CH2:14][CH2:15][C:16]([NH:18][NH:19][C:28](=[O:29])[C:27]2[CH:26]=[CH:25][C:24]([C:22]([O:21][CH3:20])=[O:23])=[CH:32][CH:31]=2)=[O:17])=[CH:12][CH:13]=1)[CH2:2][CH2:3][CH2:4][CH2:5][CH3:6], predict the reactants needed to synthesize it. The reactants are: [CH2:1]([O:7][C:8]1[CH:13]=[CH:12][C:11]([CH2:14][CH2:15][C:16]([NH:18][NH2:19])=[O:17])=[CH:10][CH:9]=1)[CH2:2][CH2:3][CH2:4][CH2:5][CH3:6].[CH3:20][O:21][C:22]([C:24]1[CH:32]=[CH:31][C:27]([C:28](Cl)=[O:29])=[CH:26][CH:25]=1)=[O:23]. (2) Given the product [Br:1][CH2:2][CH2:3][CH2:4][O:5][C:6]1[CH:11]=[CH:10][C:9]([C:21]([C:20]2[CH:24]=[CH:25][C:17]([I:16])=[CH:18][CH:19]=2)=[O:22])=[CH:8][CH:7]=1, predict the reactants needed to synthesize it. The reactants are: [Br:1][CH2:2][CH2:3][CH2:4][O:5][C:6]1[CH:11]=[CH:10][CH:9]=[CH:8][CH:7]=1.[Cl-].[Cl-].[Cl-].[Al+3].[I:16][C:17]1[CH:25]=[CH:24][C:20]([C:21](Cl)=[O:22])=[CH:19][CH:18]=1. (3) Given the product [CH3:39][O:38][C:34]1[CH:33]=[C:32]([CH:31]=[CH:30][C:27]2[CH:28]=[N:29][C:24]([NH:23][C:20]3[CH:19]=[CH:18][C:17]([S:14]([CH:11]4[CH2:12][CH2:13][NH:8][CH2:9][CH2:10]4)(=[O:16])=[O:15])=[CH:22][CH:21]=3)=[N:25][CH:26]=2)[CH:37]=[CH:36][CH:35]=1, predict the reactants needed to synthesize it. The reactants are: C(OC([N:8]1[CH2:13][CH2:12][CH:11]([S:14]([C:17]2[CH:22]=[CH:21][C:20]([NH:23][C:24]3[N:29]=[CH:28][C:27]([CH:30]=[CH:31][C:32]4[CH:37]=[CH:36][CH:35]=[C:34]([O:38][CH3:39])[CH:33]=4)=[CH:26][N:25]=3)=[CH:19][CH:18]=2)(=[O:16])=[O:15])[CH2:10][CH2:9]1)=O)(C)(C)C.Cl. (4) Given the product [NH2:15][C@H:16]([C:24]1[CH:29]=[CH:28][CH:27]=[CH:26][CH:25]=1)[CH2:17][C:18]([OH:20])=[O:19], predict the reactants needed to synthesize it. The reactants are: P([O-])([O-])([O-])=O.[K+].[K+].[K+].COC(C)(C)C.[NH2:15][CH:16]([C:24]1[CH:29]=[CH:28][CH:27]=[CH:26][CH:25]=1)[CH2:17][C:18]([O:20]CCC)=[O:19]. (5) Given the product [C:20]1([C:17]2[O:16][C:15]([C:14]3[C:9]([NH2:8])=[N:10][CH:11]=[C:12]([C:26]4[CH2:31][CH2:30][NH:29][CH2:28][CH:27]=4)[N:13]=3)=[N:19][N:18]=2)[CH:21]=[CH:22][CH:23]=[CH:24][CH:25]=1, predict the reactants needed to synthesize it. The reactants are: C(OC([N:8](C(OC(C)(C)C)=O)[C:9]1[N:10]=[CH:11][C:12]([C:26]2[CH2:31][CH2:30][N:29](C(OC(C)(C)C)=O)[CH2:28][CH:27]=2)=[N:13][C:14]=1[C:15]1[O:16][C:17]([C:20]2[CH:25]=[CH:24][CH:23]=[CH:22][CH:21]=2)=[N:18][N:19]=1)=O)(C)(C)C.C(O)(C(F)(F)F)=O. (6) Given the product [OH:8][C:9]1[CH:10]=[CH:11][C:12]([CH2:15][CH:16]([CH3:22])[C:17]([O:19][CH2:20][CH3:21])=[O:18])=[CH:13][CH:14]=1, predict the reactants needed to synthesize it. The reactants are: C([O:8][C:9]1[CH:14]=[CH:13][C:12](/[CH:15]=[C:16](\[CH3:22])/[C:17]([O:19][CH2:20][CH3:21])=[O:18])=[CH:11][CH:10]=1)C1C=CC=CC=1.[H][H]. (7) Given the product [CH3:1][O:2][C:3]1[CH:4]=[CH:5][C:6]([S:9]([N:12]([CH2:29][C:30]2[CH:31]=[N:32][CH:33]=[CH:34][CH:35]=2)[C:13]2[C:18]([C:19]([OH:21])=[O:20])=[CH:17][N:16]=[C:15]3[N:24]([CH3:28])[N:25]=[C:26]([CH3:27])[C:14]=23)(=[O:11])=[O:10])=[CH:7][CH:8]=1, predict the reactants needed to synthesize it. The reactants are: [CH3:1][O:2][C:3]1[CH:8]=[CH:7][C:6]([S:9]([N:12]([CH2:29][C:30]2[CH:31]=[N:32][CH:33]=[CH:34][CH:35]=2)[C:13]2[C:18]([C:19]([O:21]CC)=[O:20])=[CH:17][N:16]=[C:15]3[N:24]([CH3:28])[N:25]=[C:26]([CH3:27])[C:14]=23)(=[O:11])=[O:10])=[CH:5][CH:4]=1.[OH-].[K+]. (8) Given the product [Cl:28][C:27]1[C:22]([NH:21][C:16]2[CH:17]=[CH:18][CH:19]=[CH:20][C:15]=2[S:12]([N:9]2[CH2:10][CH2:11][CH:7]([OH:6])[CH2:8]2)(=[O:13])=[O:14])=[N:23][C:24]([NH:32][C:33]2[CH:34]=[CH:35][C:36]3[CH2:42][CH2:41][CH2:40][C:39](=[O:43])[NH:38][C:37]=3[CH:44]=2)=[N:25][CH:26]=1, predict the reactants needed to synthesize it. The reactants are: C([Si](C)(C)[O:6][CH:7]1[CH2:11][CH2:10][N:9]([S:12]([C:15]2[CH:20]=[CH:19][CH:18]=[CH:17][C:16]=2[NH:21][C:22]2[C:27]([Cl:28])=[CH:26][N:25]=[C:24](Cl)[N:23]=2)(=[O:14])=[O:13])[CH2:8]1)(C)(C)C.[NH2:32][C:33]1[CH:34]=[CH:35][C:36]2[CH2:42][CH2:41][CH2:40][C:39](=[O:43])[NH:38][C:37]=2[CH:44]=1. (9) Given the product [ClH:17].[CH2:1]([CH:3]1[N:16]=[C:15]2[C:5](=[CH:6][C:7]3[CH2:13][CH2:12][N:11]([CH2:18][CH2:19][CH2:20][S:21][C:22]4[N:23]([CH3:38])[C:24]([C:27]5[CH:36]=[CH:35][CH:34]=[C:33]6[C:28]=5[CH:29]=[CH:30][C:31]([CH3:37])=[N:32]6)=[N:25][N:26]=4)[CH2:10][CH2:9][C:8]=3[CH2:14]2)[S:4]1)[CH3:2], predict the reactants needed to synthesize it. The reactants are: [CH2:1]([C:3]1[S:4][C:5]2[C:15]([N:16]=1)=[CH:14][C:8]1[CH2:9][CH2:10][NH:11][CH2:12][CH2:13][C:7]=1[CH:6]=2)[CH3:2].[Cl:17][CH2:18][CH2:19][CH2:20][S:21][C:22]1[N:23]([CH3:38])[C:24]([C:27]2[CH:36]=[CH:35][CH:34]=[C:33]3[C:28]=2[CH:29]=[CH:30][C:31]([CH3:37])=[N:32]3)=[N:25][N:26]=1.